This data is from Forward reaction prediction with 1.9M reactions from USPTO patents (1976-2016). The task is: Predict the product of the given reaction. (1) Given the reactants [Cl:1][C:2]1[CH:7]=[CH:6][N:5]=[C:4]2[NH:8][C:9]([C:11]3[CH:19]=[CH:18][C:14]([C:15]([OH:17])=O)=[CH:13][CH:12]=3)=[N:10][C:3]=12.[NH:20]1[CH2:25][CH2:24][CH2:23][CH2:22][CH2:21]1, predict the reaction product. The product is: [Cl:1][C:2]1[CH:7]=[CH:6][N:5]=[C:4]2[NH:8][C:9]([C:11]3[CH:12]=[CH:13][C:14]([C:15]([N:20]4[CH2:25][CH2:24][CH2:23][CH2:22][CH2:21]4)=[O:17])=[CH:18][CH:19]=3)=[N:10][C:3]=12. (2) Given the reactants [C:1]12[C:7](=[CH:8][CH:9]=[CH:10][CH:11]=1)[NH:6][C:5](=O)[O:4][C:2]2=O.[C:13]1(N)[CH:18]=[CH:17][CH:16]=C[C:14]=1[NH2:19], predict the reaction product. The product is: [CH:11]1[C:1]2[C:2](=[O:4])[N:19]=[C:14]3[CH:13]=[CH:18][CH:17]=[CH:16][C:5]3=[N:6][C:7]=2[CH:8]=[CH:9][CH:10]=1. (3) Given the reactants Br[C:2]1[CH:3]=[C:4]2[C:9](=[CH:10][CH:11]=1)[C:8](=[O:12])[NH:7][N:6]=[C:5]2[Cl:13].[N:14]1([C:19]2[CH:20]=[C:21]([CH:24]=[CH:25][CH:26]=2)[CH2:22][NH2:23])[CH:18]=[CH:17][CH:16]=[N:15]1.C1C=CC(P(C2C(C3C(P(C4C=CC=CC=4)C4C=CC=CC=4)=CC=C4C=3C=CC=C4)=C3C(C=CC=C3)=CC=2)C2C=CC=CC=2)=CC=1.CC([O-])(C)C.[Na+], predict the reaction product. The product is: [Cl:13][C:5]1[C:4]2[C:9](=[CH:10][CH:11]=[C:2]([NH:23][CH2:22][C:21]3[CH:24]=[CH:25][CH:26]=[C:19]([N:14]4[CH:18]=[CH:17][CH:16]=[N:15]4)[CH:20]=3)[CH:3]=2)[C:8](=[O:12])[NH:7][N:6]=1. (4) The product is: [CH2:17]([O:22][CH2:3][C:4]1[N:8]2[C:7]([CH:12]=[CH:11][CH:10]=[CH:9]2)=[CH:6][CH:5]=1)[CH2:18][CH2:19][CH2:20][CH3:21]. Given the reactants C[Si](C)(C)[C:3]#[C:4]/[CH:5]=[CH:6]\[C:7]1[CH:12]=[CH:11][CH:10]=[CH:9][N:8]=1.[F-].[Cs+].[CH2:17]([OH:22])[CH2:18][CH2:19][CH2:20][CH3:21], predict the reaction product. (5) Given the reactants [CH2:1]([C@@:4]1([CH3:25])[CH2:9][C@H:8]([C:10]2[CH:15]=[CH:14][CH:13]=[C:12]([Cl:16])[CH:11]=2)[C@@H:7]([C:17]2[CH:22]=[CH:21][C:20]([Cl:23])=[CH:19][CH:18]=2)[NH:6][C:5]1=[O:24])[CH:2]=[CH2:3].I[C:27]1[CH:32]=[N:31][CH:30]=[CH:29][N:28]=1.C(=O)([O-])[O-].[Cs+].[Cs+].CN(CCN(C)C)C, predict the reaction product. The product is: [CH2:1]([C@@:4]1([CH3:25])[CH2:9][C@H:8]([C:10]2[CH:15]=[CH:14][CH:13]=[C:12]([Cl:16])[CH:11]=2)[C@@H:7]([C:17]2[CH:22]=[CH:21][C:20]([Cl:23])=[CH:19][CH:18]=2)[N:6]([C:27]2[CH:32]=[N:31][CH:30]=[CH:29][N:28]=2)[C:5]1=[O:24])[CH:2]=[CH2:3]. (6) Given the reactants Cl[C:2]1[N:3]=[C:4]([N:17]2[CH2:22][CH2:21][O:20][CH2:19][CH2:18]2)[C:5]2[CH:10]=[CH:9][N:8]([CH2:11][CH:12]([O:15][CH3:16])[O:13][CH3:14])[C:6]=2[N:7]=1.[NH2:23][C:24]1[CH:29]=[CH:28][C:27](B2OC(C)(C)C(C)(C)O2)=[CH:26][CH:25]=1.C(=O)([O-])[O-].[Na+].[Na+], predict the reaction product. The product is: [CH3:14][O:13][CH:12]([O:15][CH3:16])[CH2:11][N:8]1[C:6]2[N:7]=[C:2]([C:27]3[CH:28]=[CH:29][C:24]([NH2:23])=[CH:25][CH:26]=3)[N:3]=[C:4]([N:17]3[CH2:22][CH2:21][O:20][CH2:19][CH2:18]3)[C:5]=2[CH:10]=[CH:9]1. (7) Given the reactants [CH3:1][C:2]1[C:8]([C:9]2[CH:14]=[CH:13][N:12]=[C:11]3[CH:15]=[C:16]([C:18]4[CH:23]=[CH:22][C:21]([C:24]([N:26]5[CH2:30][CH2:29][CH2:28][CH2:27]5)=[O:25])=[CH:20][CH:19]=4)[O:17][C:10]=23)=[CH:7][CH:6]=[CH:5][C:3]=1[NH2:4].[S:31]1[C:35]2[CH2:36][CH2:37][CH2:38][CH2:39][C:34]=2[CH:33]=[C:32]1[C:40](Cl)=[O:41], predict the reaction product. The product is: [CH3:1][C:2]1[C:8]([C:9]2[CH:14]=[CH:13][N:12]=[C:11]3[CH:15]=[C:16]([C:18]4[CH:23]=[CH:22][C:21]([C:24]([N:26]5[CH2:30][CH2:29][CH2:28][CH2:27]5)=[O:25])=[CH:20][CH:19]=4)[O:17][C:10]=23)=[CH:7][CH:6]=[CH:5][C:3]=1[NH:4][C:40]([C:32]1[S:31][C:35]2[CH2:36][CH2:37][CH2:38][CH2:39][C:34]=2[CH:33]=1)=[O:41]. (8) Given the reactants [Br:1][C:2]1[N:6]2[N:7]=[C:8]([Cl:12])[CH:9]=[C:10](Br)[C:5]2=[N:4][CH:3]=1.[CH2:13]([O-:15])[CH3:14].[Na+], predict the reaction product. The product is: [Br:1][C:2]1[N:6]2[N:7]=[C:8]([Cl:12])[CH:9]=[C:10]([O:15][CH2:13][CH3:14])[C:5]2=[N:4][CH:3]=1.